Dataset: Full USPTO retrosynthesis dataset with 1.9M reactions from patents (1976-2016). Task: Predict the reactants needed to synthesize the given product. (1) Given the product [CH3:1][N:2]1[C:6]([C:7]2[CH:8]=[C:9]([CH:24]=[CH:25][CH:26]=2)[CH2:10][NH:11][C:12](=[O:23])[C@@H:13]([NH2:15])[CH3:14])=[C:5]([C:27]2[O:28][C:29]([C:32]3[CH:37]=[CH:36][CH:35]=[CH:34][CH:33]=3)=[N:30][N:31]=2)[CH:4]=[N:3]1, predict the reactants needed to synthesize it. The reactants are: [CH3:1][N:2]1[C:6]([C:7]2[CH:8]=[C:9]([CH:24]=[CH:25][CH:26]=2)[CH2:10][NH:11][C:12](=[O:23])[C@@H:13]([NH:15]C(=O)OC(C)(C)C)[CH3:14])=[C:5]([C:27]2[O:28][C:29]([C:32]3[CH:37]=[CH:36][CH:35]=[CH:34][CH:33]=3)=[N:30][N:31]=2)[CH:4]=[N:3]1.FC(F)(F)C(O)=O. (2) Given the product [NH2:1][CH:4]([C:6]1[CH:19]=[CH:18][C:9]2[CH:10]=[C:11]([C:13]([O:15][CH2:16][CH3:17])=[O:14])[S:12][C:8]=2[CH:7]=1)[CH3:5], predict the reactants needed to synthesize it. The reactants are: [N:1]([CH:4]([C:6]1[CH:19]=[CH:18][C:9]2[CH:10]=[C:11]([C:13]([O:15][CH2:16][CH3:17])=[O:14])[S:12][C:8]=2[CH:7]=1)[CH3:5])=[N+]=[N-].